From a dataset of Full USPTO retrosynthesis dataset with 1.9M reactions from patents (1976-2016). Predict the reactants needed to synthesize the given product. (1) Given the product [N:1]1[C:2]([C:10]2[CH:11]=[C:21]([CH:15]=[CH:16][CH:17]=2)[C:22]([OH:18])=[O:23])=[CH:3][N:4]2[C:9]=1[CH:8]=[CH:7][CH:6]=[N:5]2, predict the reactants needed to synthesize it. The reactants are: [N:1]1[C:2]([C:10]2[CH:11]=C([CH:15]=[CH:16][CH:17]=2)C#N)=[CH:3][N:4]2[C:9]=1[CH:8]=[CH:7][CH:6]=[N:5]2.[OH-:18].[Na+].Cl.[CH3:21][CH2:22][OH:23]. (2) Given the product [Cl:1][C:2]1[C:3]([N:12]2[C:16]([CH3:17])=[C:15]([C:18]([NH:20][C:21]3[CH:22]=[N:23][C:24]([C@H:28]4[CH2:29][CH2:30][C@H:31]([OH:34])[CH2:32][CH2:33]4)=[C:25]([CH3:27])[CH:26]=3)=[O:19])[CH:14]=[N:13]2)=[N:4][CH:5]=[C:6]([C:8]([F:11])([F:10])[F:9])[CH:7]=1, predict the reactants needed to synthesize it. The reactants are: [Cl:1][C:2]1[C:3]([N:12]2[C:16]([CH3:17])=[C:15]([C:18]([NH:20][C:21]3[CH:22]=[N:23][C:24]([CH:28]4[CH2:33][CH2:32][C:31](=[O:34])[CH2:30][CH2:29]4)=[C:25]([CH3:27])[CH:26]=3)=[O:19])[CH:14]=[N:13]2)=[N:4][CH:5]=[C:6]([C:8]([F:11])([F:10])[F:9])[CH:7]=1.FC1C(N2C(C)=C(C(NC3C=NC(C4CCC(=O)CC4)=C(C)C=3)=O)C=N2)=NC=C(C(F)(F)F)C=1. (3) The reactants are: [CH3:1][O:2][C:3]1[CH:4]=[C:5]2[C:10](=[CH:11][CH:12]=1)[CH:9](O)[CH2:8][CH2:7][CH2:6]2.P(Cl)(Cl)(Cl)=O.CN(C)[CH:21]=[O:22]. Given the product [CH3:1][O:2][C:3]1[CH:4]=[C:5]2[C:10](=[CH:11][CH:12]=1)[CH:9]=[C:8]([CH:21]=[O:22])[CH2:7][CH2:6]2, predict the reactants needed to synthesize it. (4) Given the product [S:24]1[C:4]2[CH:9]=[C:8]3[S:10][C:18]([C:17]4[CH:21]=[CH:22][C:14]([NH2:13])=[CH:15][CH:16]=4)=[N:11][C:7]3=[CH:6][C:5]=2[N:30]=[C:23]1[C:4]1[CH:9]=[CH:8][C:7]([NH2:11])=[CH:6][CH:5]=1, predict the reactants needed to synthesize it. The reactants are: Cl.Cl.N[C:4]1[CH:9]=[C:8]([SH:10])[C:7]([NH2:11])=[CH:6][C:5]=1S.[NH2:13][C:14]1[CH:22]=[CH:21][C:17]([C:18](O)=O)=[CH:16][CH:15]=1.[CH3:23][S:24](O)(=O)=O.Cl.[OH-].[NH4+:30]. (5) Given the product [CH3:11][O:10][CH2:9][CH2:8][N:12]1[CH2:17][CH2:16][CH:15]([N:18]2[CH2:31][C:20]3([CH2:23][N:22]([C:24]([O:26][C:27]([CH3:29])([CH3:28])[CH3:30])=[O:25])[CH2:21]3)[CH2:19]2)[CH2:14][CH2:13]1, predict the reactants needed to synthesize it. The reactants are: C(=O)([O-])[O-].[Cs+].[Cs+].Cl[CH2:8][CH2:9][O:10][CH3:11].[NH:12]1[CH2:17][CH2:16][CH:15]([N:18]2[CH2:31][C:20]3([CH2:23][N:22]([C:24]([O:26][C:27]([CH3:30])([CH3:29])[CH3:28])=[O:25])[CH2:21]3)[CH2:19]2)[CH2:14][CH2:13]1.C([O-])([O-])=O.[K+].[K+]. (6) Given the product [F:26][C:24]1[CH:23]=[C:22]([S:27]([NH:1][CH2:2][C:3]2[N:4]=[CH:5][C:6]([C:9]([NH:11][CH2:12][C:13]3[S:17][C:16]([CH3:18])=[N:15][CH:14]=3)=[O:10])=[N:7][CH:8]=2)(=[O:28])=[O:29])[CH:21]=[C:20]([F:19])[CH:25]=1, predict the reactants needed to synthesize it. The reactants are: [NH2:1][CH2:2][C:3]1[N:4]=[CH:5][C:6]([C:9]([NH:11][CH2:12][C:13]2[S:17][C:16]([CH3:18])=[N:15][CH:14]=2)=[O:10])=[N:7][CH:8]=1.[F:19][C:20]1[CH:21]=[C:22]([S:27](Cl)(=[O:29])=[O:28])[CH:23]=[C:24]([F:26])[CH:25]=1.C(N(CC)CC)C. (7) Given the product [CH3:13][O:10][C:9](=[O:11])[C@@H:8]([OH:12])[CH2:7][CH:1]1[CH2:6][CH2:5][CH2:4][CH2:3][CH2:2]1, predict the reactants needed to synthesize it. The reactants are: [CH:1]1([CH2:7][C@H:8]([OH:12])[C:9]([OH:11])=[O:10])[CH2:6][CH2:5][CH2:4][CH2:3][CH2:2]1.[CH3:13]OC(OC)OC.O.C1(C)C=CC(S(O)(=O)=O)=CC=1.O. (8) Given the product [N:16]1([C:22]2[N:27]=[CH:26][C:25]([NH:28][C:13]([C:9]3[CH:8]=[C:7]([CH:1]4[CH2:2][CH2:3][CH2:4][CH2:5][CH2:6]4)[O:11][C:10]=3[CH3:12])=[O:15])=[CH:24][CH:23]=2)[CH2:21][CH2:20][O:19][CH2:18][CH2:17]1, predict the reactants needed to synthesize it. The reactants are: [CH:1]1([C:7]2[O:11][C:10]([CH3:12])=[C:9]([C:13]([OH:15])=O)[CH:8]=2)[CH2:6][CH2:5][CH2:4][CH2:3][CH2:2]1.[N:16]1([C:22]2[N:27]=[CH:26][C:25]([NH2:28])=[CH:24][CH:23]=2)[CH2:21][CH2:20][O:19][CH2:18][CH2:17]1.C(N(CC)CC)C.F[P-](F)(F)(F)(F)F.N1(O[P+](N(C)C)(N(C)C)N(C)C)C2C=CC=CC=2N=N1.